This data is from Full USPTO retrosynthesis dataset with 1.9M reactions from patents (1976-2016). The task is: Predict the reactants needed to synthesize the given product. Given the product [CH2:1]([O:4][C:5]([C:7]1([NH:10][C:11]([C:13]2[N:17]3[C@:18]([CH3:30])([CH2:31][C:32]4[CH:37]=[CH:36][C:35]([N:39]5[CH:43]=[N:42][CH:41]=[N:40]5)=[CH:34][CH:33]=4)[C:19](=[O:29])[N:20]([C:21]4[CH:26]=[C:25]([Cl:27])[CH:24]=[C:23]([Cl:28])[CH:22]=4)[C:16]3=[N:15][CH:14]=2)=[O:12])[CH2:9][CH2:8]1)=[O:6])[CH:2]=[CH2:3], predict the reactants needed to synthesize it. The reactants are: [CH2:1]([O:4][C:5]([C:7]1([NH:10][C:11]([C:13]2[N:17]3[C@@:18]([CH2:31][C:32]4[CH:37]=[CH:36][C:35](I)=[CH:34][CH:33]=4)([CH3:30])[C:19](=[O:29])[N:20]([C:21]4[CH:26]=[C:25]([Cl:27])[CH:24]=[C:23]([Cl:28])[CH:22]=4)[C:16]3=[N:15][CH:14]=2)=[O:12])[CH2:9][CH2:8]1)=[O:6])[CH:2]=[CH2:3].[NH:39]1[CH:43]=[N:42][CH:41]=[N:40]1.CN[C@@H]1CCCC[C@H]1NC.[O-]P([O-])([O-])=O.[K+].[K+].[K+].